From a dataset of Peptide-MHC class II binding affinity with 134,281 pairs from IEDB. Regression. Given a peptide amino acid sequence and an MHC pseudo amino acid sequence, predict their binding affinity value. This is MHC class II binding data. (1) The peptide sequence is AFSVAATAANAAPAN. The MHC is DRB1_0901 with pseudo-sequence DRB1_0901. The binding affinity (normalized) is 0.466. (2) The peptide sequence is RNITGTSSTPEAVSL. The MHC is HLA-DQA10102-DQB10602 with pseudo-sequence HLA-DQA10102-DQB10602. The binding affinity (normalized) is 0.138. (3) The peptide sequence is GLSGEPKGGAESSSK. The MHC is HLA-DQA10501-DQB10201 with pseudo-sequence HLA-DQA10501-DQB10201. The binding affinity (normalized) is 0.156.